This data is from Catalyst prediction with 721,799 reactions and 888 catalyst types from USPTO. The task is: Predict which catalyst facilitates the given reaction. Reactant: [O:1]1[C:5]2[CH:6]=[CH:7][CH:8]=[C:9](C3CCNCC3)[C:4]=2[CH:3]=[CH:2]1.[C:16]([O:20][C:21](=[O:32])[NH:22][C@H:23]1[CH2:28][CH2:27][C@H:26]([CH2:29][CH:30]=O)[CH2:25][CH2:24]1)([CH3:19])([CH3:18])[CH3:17].C([N:35]([CH2:38][CH3:39])[CH2:36][CH3:37])C.[C:40](=O)(O)[O-].[Na+]. The catalyst class is: 4. Product: [C:16]([O:20][C:21](=[O:32])[NH:22][C@H:23]1[CH2:28][CH2:27][C@H:26]([CH2:29][CH2:30][N:35]2[CH2:36][CH2:37][CH2:40][CH2:39][CH:38]2[C:7]2[CH:6]=[CH:5][O:1][C:2]3[C:8]=2[CH:9]=[CH:4][CH:3]=3)[CH2:25][CH2:24]1)([CH3:19])([CH3:18])[CH3:17].